This data is from Forward reaction prediction with 1.9M reactions from USPTO patents (1976-2016). The task is: Predict the product of the given reaction. (1) The product is: [F:27][C:25]([F:26])([F:28])[S:22]([NH:21][C:16]1[CH:17]=[C:18]2[C:13](=[CH:14][CH:15]=1)[CH:12]=[C:11]([C:9]([OH:10])=[O:8])[CH:20]=[CH:19]2)(=[O:23])=[O:24]. Given the reactants C([O:8][C:9]([C:11]1[CH:20]=[CH:19][C:18]2[C:13](=[CH:14][CH:15]=[C:16]([NH:21][S:22]([C:25]([F:28])([F:27])[F:26])(=[O:24])=[O:23])[CH:17]=2)[CH:12]=1)=[O:10])C1C=CC=CC=1.[Li+].[OH-], predict the reaction product. (2) Given the reactants [ClH:1].C(OC([N:9]1[CH2:14][CH2:13][N:12]([C:15]2[S:16][C:17]([C:20]3[CH:25]=[CH:24][N:23]=[C:22]([CH3:26])[CH:21]=3)=[CH:18][N:19]=2)[CH2:11][CH2:10]1)=O)(C)(C)C, predict the reaction product. The product is: [ClH:1].[CH3:26][C:22]1[CH:21]=[C:20]([C:17]2[S:16][C:15]([N:12]3[CH2:13][CH2:14][NH:9][CH2:10][CH2:11]3)=[N:19][CH:18]=2)[CH:25]=[CH:24][N:23]=1. (3) Given the reactants C(OC([N:8]1[CH2:13][CH2:12][O:11][C@@H:10]([C:14]2[CH:19]=[CH:18][C:17]([NH:20][C:21]([NH:23][C:24]3[CH:29]=[C:28]([C:30]#[N:31])[CH:27]=[CH:26][C:25]=3[O:32][CH3:33])=[O:22])=[C:16]([F:34])[CH:15]=2)[CH2:9]1)=O)(C)(C)C.[ClH:35].O1CCOCC1, predict the reaction product. The product is: [ClH:35].[C:30]([C:28]1[CH:27]=[CH:26][C:25]([O:32][CH3:33])=[C:24]([NH:23][C:21]([NH:20][C:17]2[CH:18]=[CH:19][C:14]([C@@H:10]3[O:11][CH2:12][CH2:13][NH:8][CH2:9]3)=[CH:15][C:16]=2[F:34])=[O:22])[CH:29]=1)#[N:31].